Dataset: Merck oncology drug combination screen with 23,052 pairs across 39 cell lines. Task: Regression. Given two drug SMILES strings and cell line genomic features, predict the synergy score measuring deviation from expected non-interaction effect. Drug 1: CC(=O)OC1C(=O)C2(C)C(O)CC3OCC3(OC(C)=O)C2C(OC(=O)c2ccccc2)C2(O)CC(OC(=O)C(O)C(NC(=O)c3ccccc3)c3ccccc3)C(C)=C1C2(C)C. Drug 2: NC1(c2ccc(-c3nc4ccn5c(=O)[nH]nc5c4cc3-c3ccccc3)cc2)CCC1. Cell line: OV90. Synergy scores: synergy=38.8.